From a dataset of Reaction yield outcomes from USPTO patents with 853,638 reactions. Predict the reaction yield, written as a fraction of the theoretical maximum amount of product (1.0 means a 100% yield; for example, 0.34 means a 34% yield). (1) The reactants are [Br:1][C:2]1[CH:11]=[CH:10][C:9]2[N:8]=[CH:7][C:6]3[NH:12][N:13]=[C:14]([C:15]4[CH:20]=[CH:19][C:18]([C:21]([CH3:25])([CH3:24])[C:22]#[N:23])=[CH:17][CH:16]=4)[C:5]=3[C:4]=2[CH:3]=1.Br[CH2:27][CH:28]=[CH2:29].C([O-])([O-])=O.[K+].[K+]. The catalyst is CCO.C1(C)C=CC=CC=1. The product is [CH2:29]([N:12]1[C:6]2[CH:7]=[N:8][C:9]3[CH:10]=[CH:11][C:2]([Br:1])=[CH:3][C:4]=3[C:5]=2[C:14]([C:15]2[CH:20]=[CH:19][C:18]([C:21]([CH3:25])([CH3:24])[C:22]#[N:23])=[CH:17][CH:16]=2)=[N:13]1)[CH:28]=[CH2:27]. The yield is 0.350. (2) The reactants are [Br-:1].[Br-].[Br-].C([N+](C)(C)C)C1C=CC=CC=1.C([N+](C)(C)C)C1C=CC=CC=1.C([N+](C)(C)C)C1C=CC=CC=1.[CH3:37][C:38]([C:40]1[CH:45]=[C:44]([Br:46])[C:43]([OH:47])=[C:42]([Br:48])[CH:41]=1)=[O:39].O. The catalyst is C(Cl)Cl.CO. The product is [Br:1][CH2:37][C:38]([C:40]1[CH:41]=[C:42]([Br:48])[C:43]([OH:47])=[C:44]([Br:46])[CH:45]=1)=[O:39]. The yield is 0.990. (3) The reactants are [Cl:1][C:2]1[C:3]([C:29](=[O:39])[N:30]([CH2:35][CH2:36][CH2:37][CH3:38])[CH2:31][CH2:32][CH2:33][CH3:34])=[N:4][N:5]([C:8]2[CH:16]=[CH:15][C:11]([C:12](O)=[O:13])=[CH:10][C:9]=2[C:17]([N:19]2[CH2:28][CH2:27][C:26]3[C:21](=[CH:22][CH:23]=[CH:24][CH:25]=3)[CH2:20]2)=[O:18])[C:6]=1[CH3:7].CN(C(ON1N=NC2C=CC=NC1=2)=[N+](C)C)C.F[P-](F)(F)(F)(F)F.[C:64]([N:67]1[C:75]2[C:70](=[CH:71][C:72]([S:76]([NH2:79])(=[O:78])=[O:77])=[CH:73][CH:74]=2)[CH2:69][CH2:68]1)(=[O:66])[CH3:65].C(N(C(C)C)C(C)C)C. The catalyst is CN(C=O)C.CN(C1C=CN=CC=1)C.CCOC(C)=O.Cl. The product is [C:64]([N:67]1[C:75]2[C:70](=[CH:71][C:72]([S:76]([NH:79][C:12]([C:11]3[CH:15]=[CH:16][C:8]([N:5]4[C:6]([CH3:7])=[C:2]([Cl:1])[C:3]([C:29]([N:30]([CH2:35][CH2:36][CH2:37][CH3:38])[CH2:31][CH2:32][CH2:33][CH3:34])=[O:39])=[N:4]4)=[C:9]([C:17]([N:19]4[CH2:28][CH2:27][C:26]5[C:21](=[CH:22][CH:23]=[CH:24][CH:25]=5)[CH2:20]4)=[O:18])[CH:10]=3)=[O:13])(=[O:77])=[O:78])=[CH:73][CH:74]=2)[CH2:69][CH2:68]1)(=[O:66])[CH3:65]. The yield is 0.240. (4) The reactants are C([O:3][C:4]([C:6]1[CH:15]=[CH:14][C:13]2[NH:12][CH:11]([CH:16]3[CH2:21][CH2:20][CH2:19][CH2:18][CH2:17]3)[CH:10]3[CH2:22][CH2:23][CH2:24][O:25][CH:9]3[C:8]=2[CH:7]=1)=[O:5])C.[OH-].[Na+].Cl. No catalyst specified. The product is [CH:16]1([CH:11]2[CH:10]3[CH2:22][CH2:23][CH2:24][O:25][CH:9]3[C:8]3[CH:7]=[C:6]([C:4]([OH:5])=[O:3])[CH:15]=[CH:14][C:13]=3[NH:12]2)[CH2:17][CH2:18][CH2:19][CH2:20][CH2:21]1. The yield is 0.690. (5) The product is [CH:1]([N:4]([CH:5]1[CH2:6][CH2:7][N:8]([C:11]([O:13][C:14]([CH3:15])([CH3:17])[CH3:16])=[O:12])[CH2:9][CH2:10]1)[C:25](=[O:27])[CH3:26])([CH3:3])[CH3:2]. The catalyst is C(Cl)Cl. The yield is 0.590. The reactants are [CH:1]([NH:4][CH:5]1[CH2:10][CH2:9][N:8]([C:11]([O:13][C:14]([CH3:17])([CH3:16])[CH3:15])=[O:12])[CH2:7][CH2:6]1)([CH3:3])[CH3:2].CCN(CC)CC.[C:25](Cl)(=[O:27])[CH3:26]. (6) The reactants are C(NC(C)C)(C)C.C([Li])CCC.CN1CCCN(C)C1=O.[CH3:22][C:23]1[C:24]([C:29]2[CH:34]=[CH:33][C:32]([C:35]([F:38])([F:37])[F:36])=[CH:31][CH:30]=2)=[N:25][CH:26]=[CH:27][CH:28]=1.[C:39](=O)([O:42]C)[O:40][CH3:41]. The catalyst is C1COCC1. The product is [CH3:41][O:40][C:39](=[O:42])[CH2:22][C:23]1[C:24]([C:29]2[CH:30]=[CH:31][C:32]([C:35]([F:38])([F:36])[F:37])=[CH:33][CH:34]=2)=[N:25][CH:26]=[CH:27][CH:28]=1. The yield is 0.120.